From a dataset of Peptide-MHC class I binding affinity with 185,985 pairs from IEDB/IMGT. Regression. Given a peptide amino acid sequence and an MHC pseudo amino acid sequence, predict their binding affinity value. This is MHC class I binding data. (1) The peptide sequence is KSNRIPFLY. The MHC is HLA-B40:01 with pseudo-sequence HLA-B40:01. The binding affinity (normalized) is 0.0847. (2) The peptide sequence is IPAPGLGAL. The MHC is HLA-B57:01 with pseudo-sequence HLA-B57:01. The binding affinity (normalized) is 0.0847. (3) The binding affinity (normalized) is 0.392. The peptide sequence is RTRDLFIALW. The MHC is Mamu-B17 with pseudo-sequence Mamu-B17. (4) The peptide sequence is KLYGYASLT. The MHC is HLA-A02:03 with pseudo-sequence HLA-A02:03. The binding affinity (normalized) is 0.716. (5) The peptide sequence is IPLQASLPF. The MHC is HLA-B35:01 with pseudo-sequence HLA-B35:01. The binding affinity (normalized) is 0.780. (6) The peptide sequence is KVEKYLPEVI. The MHC is HLA-A02:02 with pseudo-sequence HLA-A02:02. The binding affinity (normalized) is 0.131. (7) The peptide sequence is AEMGANLCV. The MHC is HLA-C04:01 with pseudo-sequence HLA-C04:01. The binding affinity (normalized) is 0.213.